From a dataset of Full USPTO retrosynthesis dataset with 1.9M reactions from patents (1976-2016). Predict the reactants needed to synthesize the given product. (1) Given the product [NH2:1][C:4]1[CH:15]=[CH:14][C:7]2[C:8](=[O:13])[NH:9][S:10](=[O:12])(=[O:11])[C:6]=2[CH:5]=1, predict the reactants needed to synthesize it. The reactants are: [N+:1]([C:4]1[CH:15]=[CH:14][C:7]2[C:8](=[O:13])[NH:9][S:10](=[O:12])(=[O:11])[C:6]=2[CH:5]=1)([O-])=O. (2) Given the product [N+:1]([C:4]1[CH:5]=[C:6]2[C:11](=[CH:12][CH:13]=1)[NH:10][C:9](=[O:14])[CH:8]=[CH:7]2)([O-:3])=[O:2], predict the reactants needed to synthesize it. The reactants are: [N+:1]([C:4]1[CH:5]=[C:6]2[C:11](=[CH:12][CH:13]=1)[N:10]=[C:9]([O:14]C(=O)C)[CH:8]=[CH:7]2)([O-:3])=[O:2].C([O-])([O-])=O.[K+].[K+]. (3) Given the product [F:1][C:2]1[CH:7]=[CH:6][CH:5]=[CH:4][C:3]=1[C:12]1[C:21]2[C:16](=[CH:17][CH:18]=[CH:19][CH:20]=2)[CH:15]=[CH:14][C:13]=1[OH:22], predict the reactants needed to synthesize it. The reactants are: [F:1][C:2]1[CH:7]=[CH:6][CH:5]=[CH:4][C:3]=1B(O)O.Br[C:12]1[C:21]2[C:16](=[CH:17][CH:18]=[CH:19][CH:20]=2)[CH:15]=[CH:14][C:13]=1[OH:22].C1(C)C=CC=CC=1P(C1C=CC=CC=1C)C1C=CC=CC=1C.C(=O)([O-])[O-].[K+].[K+]. (4) Given the product [O:37]1[CH2:36][C@@H:35]1[CH2:34][O:18][C:17]1[C:9]([CH:7]=[O:8])=[C:10]2[C:14](=[CH:15][CH:16]=1)[NH:13][C:12]([C:19]([O:21][CH2:22][CH3:23])=[O:20])=[CH:11]2, predict the reactants needed to synthesize it. The reactants are: C(=O)([O-])[O-].[K+].[K+].[CH:7]([C:9]1[C:17]([OH:18])=[CH:16][CH:15]=[C:14]2[C:10]=1[CH:11]=[C:12]([C:19]([O:21][CH2:22][CH3:23])=[O:20])[NH:13]2)=[O:8].C1(C)C=CC(S(O[CH2:34][C@@H:35]2[O:37][CH2:36]2)(=O)=O)=CC=1.O. (5) Given the product [Cl:16][C:11]1[CH:10]=[C:9]([C:6](=[N:7][O:8][CH2:24][CH2:23][N:21]([CH3:22])[CH3:20])[CH2:5][CH2:4][C:3]([O:2][CH3:1])=[O:17])[CH:14]=[CH:13][C:12]=1[Cl:15], predict the reactants needed to synthesize it. The reactants are: [CH3:1][O:2][C:3](=[O:17])[CH2:4][CH2:5][C:6]([C:9]1[CH:14]=[CH:13][C:12]([Cl:15])=[C:11]([Cl:16])[CH:10]=1)=[N:7][OH:8].[H-].[Na+].[CH3:20][N:21]([CH2:23][CH2:24]Br)[CH3:22].